The task is: Predict the product of the given reaction.. This data is from Forward reaction prediction with 1.9M reactions from USPTO patents (1976-2016). (1) The product is: [CH3:46][C:47]1([CH3:55])[O:52][CH2:51][CH:50]([CH2:53][O:1][C:2]2[CH:3]=[C:4]3[C:8](=[CH:9][CH:10]=2)[NH:7][C:6]([C:11]([O:13][CH3:14])=[O:12])=[CH:5]3)[CH2:49][O:48]1. Given the reactants [OH:1][C:2]1[CH:3]=[C:4]2[C:8](=[CH:9][CH:10]=1)[NH:7][C:6]([C:11]([O:13][CH3:14])=[O:12])=[CH:5]2.C1(P(C2C=CC=CC=2)C2C=CC=CC=2)C=CC=CC=1.N(C(OCC)=O)=NC(OCC)=O.[CH3:46][C:47]1([CH3:55])[O:52][CH2:51][CH:50]([CH2:53]O)[CH2:49][O:48]1, predict the reaction product. (2) Given the reactants Cl.[F:2][C:3]1[CH:8]=[CH:7][CH:6]=[CH:5][C:4]=1[C:9]1[N:14]=[CH:13][C:12]([C:15]2[CH:16]=[N:17][CH:18]=[C:19]([CH3:21])[CH:20]=2)=[CH:11][C:10]=1[C:22]([OH:24])=O.C(Cl)CCl.C1C=CC2N(O)N=NC=2C=1.[CH3:39][O:40][C:41]1[CH:42]=[CH:43][C:44]([CH2:49][NH2:50])=[N:45][C:46]=1[O:47][CH3:48].CN1CCOCC1, predict the reaction product. The product is: [CH3:39][O:40][C:41]1[CH:42]=[CH:43][C:44]([CH2:49][NH:50][C:22]([C:10]2[CH:11]=[C:12]([C:15]3[CH:16]=[N:17][CH:18]=[C:19]([CH3:21])[CH:20]=3)[CH:13]=[N:14][C:9]=2[C:4]2[CH:5]=[CH:6][CH:7]=[CH:8][C:3]=2[F:2])=[O:24])=[N:45][C:46]=1[O:47][CH3:48]. (3) Given the reactants [Cl:1][C:2]1[S:6][C:5]([S:7]([NH:10][C@H:11]([CH:19]=[O:20])[C@H:12]([CH3:18])[CH2:13][C:14]([F:17])([F:16])[F:15])(=[O:9])=[O:8])=[CH:4][CH:3]=1.[CH3:21][Mg]Br.CCOC(C)=O.CCCCCC, predict the reaction product. The product is: [Cl:1][C:2]1[S:6][C:5]([S:7]([NH:10][C@H:11]([CH:19]([OH:20])[CH3:21])[C@H:12]([CH3:18])[CH2:13][C:14]([F:15])([F:16])[F:17])(=[O:9])=[O:8])=[CH:4][CH:3]=1. (4) The product is: [Cl:18][C:14]1[CH:13]=[C:12]2[C:17](=[CH:16][CH:15]=1)[N:9]([CH:4]([CH2:5][CH:6]([CH3:7])[CH3:8])[C:3]([OH:21])=[O:2])[C:10](=[O:20])[C:11]2=[O:19]. Given the reactants C[O:2][C:3](=[O:21])[CH:4]([N:9]1[C:17]2[C:12](=[CH:13][C:14]([Cl:18])=[CH:15][CH:16]=2)[C:11](=[O:19])[C:10]1=[O:20])[CH2:5][CH:6]([CH3:8])[CH3:7].O.[OH-].[Li+], predict the reaction product.